From a dataset of Forward reaction prediction with 1.9M reactions from USPTO patents (1976-2016). Predict the product of the given reaction. (1) The product is: [CH3:23][O:3][CH2:4][C:5]1[N:9]([CH:10]2[CH2:11][CH2:12][N:13]([C:16]([O:18][C:19]([CH3:22])([CH3:21])[CH3:20])=[O:17])[CH2:14][CH2:15]2)[N:8]=[CH:7][CH:6]=1. Given the reactants [H-].[Na+].[OH:3][CH2:4][C:5]1[N:9]([CH:10]2[CH2:15][CH2:14][N:13]([C:16]([O:18][C:19]([CH3:22])([CH3:21])[CH3:20])=[O:17])[CH2:12][CH2:11]2)[N:8]=[CH:7][CH:6]=1.[CH3:23]I, predict the reaction product. (2) Given the reactants [CH2:1]=[CH:2][CH2:3][CH3:4].[CH2:5]([Al](CC(C)C)CC(C)C)[CH:6](C)C.C=CC.C=C, predict the reaction product. The product is: [CH2:1]=[CH:2][CH3:3].[CH2:5]=[CH2:6].[CH2:1]=[CH:2][CH2:3][CH3:4]. (3) Given the reactants I[C:2]1[CH:7]=[CH:6][C:5]([C:8]2[N:9]([C:19]3[CH:20]=[N:21][C:22]([CH3:25])=[CH:23][CH:24]=3)[CH:10]=[C:11]([C:13]3[CH:18]=[CH:17][CH:16]=[CH:15][N:14]=3)[N:12]=2)=[CH:4][CH:3]=1.[NH2:26][C:27]1[CH:32]=[CH:31][N:30]=[CH:29][C:28]=1[N+:33]([O-:35])=[O:34].C1(P(C2C=CC=CC=2)C2C3OC4C(=CC=CC=4P(C4C=CC=CC=4)C4C=CC=CC=4)C(C)(C)C=3C=CC=2)C=CC=CC=1.C([O-])([O-])=O.[Cs+].[Cs+], predict the reaction product. The product is: [CH3:25][C:22]1[N:21]=[CH:20][C:19]([N:9]2[CH:10]=[C:11]([C:13]3[CH:18]=[CH:17][CH:16]=[CH:15][N:14]=3)[N:12]=[C:8]2[C:5]2[CH:6]=[CH:7][C:2]([NH:26][C:27]3[CH:32]=[CH:31][N:30]=[CH:29][C:28]=3[N+:33]([O-:35])=[O:34])=[CH:3][CH:4]=2)=[CH:24][CH:23]=1. (4) Given the reactants [C:1]([O:7][CH2:8][CH3:9])(=[O:6])[CH2:2][C:3]([CH3:5])=O.[CH3:10]OC(OC)N(C)C.Cl.[C:19]1([NH:25][NH2:26])[CH:24]=[CH:23][CH:22]=[CH:21][CH:20]=1, predict the reaction product. The product is: [CH3:5][C:3]1[N:25]([C:19]2[CH:24]=[CH:23][CH:22]=[CH:21][CH:20]=2)[N:26]=[CH:10][C:2]=1[C:1]([O:7][CH2:8][CH3:9])=[O:6]. (5) Given the reactants [CH3:1][C:2]([C:5]1[C:10]([C:11]2[CH:16]=[C:15]([O:17][CH3:18])[CH:14]=[CH:13][C:12]=2[F:19])=[CH:9][C:8]([CH2:20][O:21][C:22]2[CH:27]=[CH:26][C:25]([C@H:28]([CH2:34][CH:35]([CH3:37])[CH3:36])[CH2:29][C:30]([O:32]C)=[O:31])=[CH:24][CH:23]=2)=[CH:7][CH:6]=1)([CH3:4])[CH3:3].C1COCC1.CCO.[OH-].[Na+], predict the reaction product. The product is: [CH3:4][C:2]([C:5]1[C:10]([C:11]2[CH:16]=[C:15]([O:17][CH3:18])[CH:14]=[CH:13][C:12]=2[F:19])=[CH:9][C:8]([CH2:20][O:21][C:22]2[CH:23]=[CH:24][C:25]([C@H:28]([CH2:34][CH:35]([CH3:37])[CH3:36])[CH2:29][C:30]([OH:32])=[O:31])=[CH:26][CH:27]=2)=[CH:7][CH:6]=1)([CH3:1])[CH3:3]. (6) Given the reactants C(NC(C)C)(C)C.[CH2:8]([Li])[CH2:9][CH2:10][CH3:11].[N:13]1([C:19](=[O:25])[CH2:20][CH2:21][CH2:22][CH2:23][CH3:24])[CH2:18][CH2:17][CH2:16][CH2:15][CH2:14]1.BrCCCC.Cl, predict the reaction product. The product is: [CH2:8]([CH:20]([CH2:21][CH2:22][CH2:23][CH3:24])[C:19]([N:13]1[CH2:18][CH2:17][CH2:16][CH2:15][CH2:14]1)=[O:25])[CH2:9][CH2:10][CH3:11]. (7) Given the reactants [CH2:1]([Zn]CC)C.ICI.[C:9]([O:17][CH:18]1[CH2:22][CH:21]=[CH:20][CH2:19]1)(=[O:16])[C:10]1[CH:15]=[CH:14][CH:13]=[CH:12][CH:11]=1, predict the reaction product. The product is: [C:9]([O:17][CH:18]1[CH2:19][CH:20]2[CH:21]([CH2:1]2)[CH2:22]1)(=[O:16])[C:10]1[CH:15]=[CH:14][CH:13]=[CH:12][CH:11]=1. (8) Given the reactants [O:1]([C:8]1[CH:9]=[C:10]([C:14]2[CH:18]=[C:17]([CH2:19][CH2:20][CH:21]=O)[O:16][N:15]=2)[CH:11]=[CH:12][CH:13]=1)[C:2]1[CH:7]=[CH:6][CH:5]=[CH:4][CH:3]=1.[F:23][C:24]([F:39])([F:38])[C:25]1[CH:37]=[CH:36][CH:35]=[CH:34][C:26]=1[CH2:27][N:28]1[CH2:33][CH2:32][NH:31][CH2:30][CH2:29]1.[BH-](OC(C)=O)(OC(C)=O)OC(C)=O.[Na+], predict the reaction product. The product is: [O:1]([C:8]1[CH:13]=[CH:12][CH:11]=[C:10]([C:14]2[CH:18]=[C:17]([CH2:19][CH2:20][CH2:21][N:31]3[CH2:30][CH2:29][N:28]([CH2:27][C:26]4[CH:34]=[CH:35][CH:36]=[CH:37][C:25]=4[C:24]([F:38])([F:39])[F:23])[CH2:33][CH2:32]3)[O:16][N:15]=2)[CH:9]=1)[C:2]1[CH:3]=[CH:4][CH:5]=[CH:6][CH:7]=1. (9) Given the reactants C([C@H](N)C(O)=O)C[C:3]([NH:5][C@H:6]([C:11]([NH:13]CC(O)=O)=O)[CH2:7]SN=O)=[O:4].CS(=O)([S:26][CH3:27])=O.CCCCCCC[CH2:36][CH2:37][CH2:38][CH2:39][CH2:40][O:41]S([O-])(=O)=O.[Na+].CC(C)=[O:49], predict the reaction product. The product is: [OH:49][C:40]([CH2:39][CH2:38][CH2:37][CH2:36][C@H:7]1[C@@H:6]2[C@@H:11]([NH:13][C:3]([NH:5]2)=[O:4])[CH2:27][S:26]1)=[O:41].